Dataset: B-cell epitopes from IEDB database with 3,159 antigens for binding position prediction. Task: Token-level Classification. Given an antigen amino acid sequence, predict which amino acid positions are active epitope sites capable of antibody binding. Output is a list of indices for active positions. (1) Given the antigen sequence: MGLVNIMRFITFAYIICGGFILTRTSGTSASASPATPTTNTGEGTSSPVTPTYTTSTDSNNSTATNNSTDVNGTEATPTPSHPHSHENTITCTNSLISVPYYTSVTINCSTTVSVNHSEYRLEIHLNQRTPFSDTPPGDQENYVNHNATKDQTLLLFSTAHSSAKSRRVGQLGVIPDRLPKRQLFNLPAHTNGGTNFPLNIKSIDWRTAGVYVWYLFAKNGSLINSTSVTVLTYNAPLMDLSVHPSLKGENHRAVCVVASYFPHNSVKLRWYKNAKEVDFTKYVTNASSVWVDGLITRISTVSIPADPDEEYPPSLRCSIEWYRDEVSFSRMAKAGTPSVFVAPTVSVNVEDGAAVCTAECVPSNGVFVSWVVNDHLPGVPSQDVTTGVCSSHPGLVNMRSSRPLSEENGEREYNCIIEGYPDGLPMFSDSVVYDASPIVEDMPVLTSIIAVTCGAAALALVVLITAVCFYCSKPSQVPYKKADF, which amino acid positions are active epitope sites? The epitope positions are: [399, 400, 401, 402, 403, 404, 405, 406, 407, 408, 409, 410, 411, 412, 413, 414]. The amino acids at these positions are: RSSRPLSEENGEREYN. (2) Given the antigen sequence: MKVIKTLSIINFFIFVTFNIKNESKYSNTFINNAYNMSIRRSMANEGSNTNSVGANAPNADTTASGSQRSTNSASTSTTNNGESQTTTPTAADTIASGSQRSTNSASTSTTNNGESQTTTPTAADTPTATESISPSPSITTTESSKFWQCTNKTDGKGEESEKQNELNESTEEGPKAPQEPQTAENENPAAPENKGTGQHGHMHGSRNNHPQNTSDSQKECTDGNKENCGAATSLLSNSSNIASINKFVVLISATLVLSFIA, which amino acid positions are active epitope sites? The epitope positions are: [224, 225, 226, 227, 228, 229, 230, 231]. The amino acids at these positions are: NKENCGAA.